This data is from Full USPTO retrosynthesis dataset with 1.9M reactions from patents (1976-2016). The task is: Predict the reactants needed to synthesize the given product. (1) Given the product [N:23]1[CH:24]=[CH:25][C:20]([C:19]([NH:1][C:2]2[CH:17]=[CH:16][CH:15]=[CH:14][C:3]=2[C:4]([NH:6][C:7]2[CH:12]=[CH:11][C:10]([Cl:13])=[CH:9][CH:8]=2)=[O:5])=[O:26])=[CH:21][CH:22]=1, predict the reactants needed to synthesize it. The reactants are: [NH2:1][C:2]1[CH:17]=[CH:16][CH:15]=[CH:14][C:3]=1[C:4]([NH:6][C:7]1[CH:12]=[CH:11][C:10]([Cl:13])=[CH:9][CH:8]=1)=[O:5].Cl.[C:19](Cl)(=[O:26])[C:20]1[CH:25]=[CH:24][N:23]=[CH:22][CH:21]=1. (2) Given the product [Cl:12][C:13]1[CH:18]=[C:17]([Cl:19])[CH:16]=[CH:15][C:14]=1[O:20][P:1]([NH:34][C@@H:33]([CH3:35])[C:32]([O:31][CH:28]([CH3:30])[CH3:29])=[O:36])([O:2][C:3]1[CH:8]=[CH:7][CH:6]=[CH:5][CH:4]=1)=[O:9], predict the reactants needed to synthesize it. The reactants are: [P:1](Cl)(Cl)(=[O:9])[O:2][C:3]1[CH:8]=[CH:7][CH:6]=[CH:5][CH:4]=1.[Cl:12][C:13]1[CH:18]=[C:17]([Cl:19])[CH:16]=[CH:15][C:14]=1[OH:20].C(N(CC)CC)C.[CH:28]([O:31][C:32](=[O:36])[C@H:33]([CH3:35])[NH2:34])([CH3:30])[CH3:29]. (3) Given the product [C:1]([C:3]([C:6]1[CH:7]=[C:8]([CH:39]=[CH:40][CH:41]=1)[C:9]([NH:11][C:12]1[CH:17]=[CH:16][C:15]([CH3:18])=[C:14]([NH:19][C:20]2[CH:21]=[C:22]3[C:27](=[CH:28][CH:29]=2)[N:26]=[CH:25][N:24]([CH2:30][CH:31]([OH:32])[CH2:35][OH:34])[C:23]3=[O:38])[CH:13]=1)=[O:10])([CH3:4])[CH3:5])#[N:2], predict the reactants needed to synthesize it. The reactants are: [C:1]([C:3]([C:6]1[CH:7]=[C:8]([CH:39]=[CH:40][CH:41]=1)[C:9]([NH:11][C:12]1[CH:17]=[CH:16][C:15]([CH3:18])=[C:14]([NH:19][C:20]2[CH:21]=[C:22]3[C:27](=[CH:28][CH:29]=2)[N:26]=[CH:25][N:24]([CH2:30][CH:31]2[CH2:35][O:34]C(C)(C)[O:32]2)[C:23]3=[O:38])[CH:13]=1)=[O:10])([CH3:5])[CH3:4])#[N:2].Cl.